From a dataset of Catalyst prediction with 721,799 reactions and 888 catalyst types from USPTO. Predict which catalyst facilitates the given reaction. (1) Reactant: Br[C:2]1[CH:3]=[C:4]2[NH:10][C:9]([C:11]3[CH:16]=[CH:15][N:14]=[C:13]([NH:17][C:18](=[O:20])[CH3:19])[CH:12]=3)=[C:8]([C:21]3[CH:26]=[CH:25][C:24]([O:27][CH3:28])=[CH:23][N:22]=3)[C:5]2=[N:6][CH:7]=1.[C:37](O[C:37]([O:39][C:40]([CH3:43])([CH3:42])[CH3:41])=[O:38])([O:39][C:40]([CH3:43])([CH3:42])[CH3:41])=[O:38].O. Product: [C:18]([NH:17][C:13]1[CH:12]=[C:11]([C:9]2[N:10]([C:37]([O:39][C:40]([CH3:41])([CH3:42])[CH3:43])=[O:38])[C:4]3[C:5](=[N:6][CH:7]=[C:2]([N:10]4[CH2:4][CH2:5][CH2:8][CH2:9]4)[CH:3]=3)[C:8]=2[C:21]2[CH:26]=[CH:25][C:24]([O:27][CH3:28])=[CH:23][N:22]=2)[CH:16]=[CH:15][N:14]=1)(=[O:20])[CH3:19]. The catalyst class is: 251. (2) Reactant: [Cl:1][C:2]1[CH:3]=[CH:4][C:5]2[N:11]3[CH:12]=[CH:13][CH:14]=[C:10]3[C@@H:9]([CH2:15][CH2:16][C:17]3[NH:21][N:20]=[N:19][N:18]=3)[O:8][C@H:7]([C:22]3[CH:27]=[CH:26][CH:25]=[C:24]([O:28][CH3:29])[C:23]=3[O:30][CH3:31])[C:6]=2[CH:32]=1.C(=O)([O-])[O-].[K+].[K+].[CH2:39]([O:41][C:42](=[O:45])[CH2:43]Br)[CH3:40]. Product: [Cl:1][C:2]1[CH:3]=[CH:4][C:5]2[N:11]3[CH:12]=[CH:13][CH:14]=[C:10]3[C@@H:9]([CH2:15][CH2:16][C:17]3[N:21]([CH2:43][C:42]([O:41][CH2:39][CH3:40])=[O:45])[N:20]=[N:19][N:18]=3)[O:8][C@H:7]([C:22]3[CH:27]=[CH:26][CH:25]=[C:24]([O:28][CH3:29])[C:23]=3[O:30][CH3:31])[C:6]=2[CH:32]=1. The catalyst class is: 9. (3) Reactant: O[C:2]1[C:6]2[CH:7]=[CH:8][C:9]([Cl:11])=[CH:10][C:5]=2[O:4][N:3]=1.P(Cl)(Cl)([Cl:14])=O. Product: [Cl:14][C:2]1[C:6]2[CH:7]=[CH:8][C:9]([Cl:11])=[CH:10][C:5]=2[O:4][N:3]=1. The catalyst class is: 424. (4) Reactant: [C:1]([O:9][CH2:10][CH2:11][C:12]1[CH:19]=[CH:18][C:15]([CH2:16][OH:17])=[CH:14][CH:13]=1)(=[O:8])[C:2]1[CH:7]=[CH:6][CH:5]=[CH:4][CH:3]=1. Product: [C:1]([O:9][CH2:10][CH2:11][C:12]1[CH:13]=[CH:14][C:15]([CH:16]=[O:17])=[CH:18][CH:19]=1)(=[O:8])[C:2]1[CH:3]=[CH:4][CH:5]=[CH:6][CH:7]=1. The catalyst class is: 327.